From a dataset of Peptide-MHC class I binding affinity with 185,985 pairs from IEDB/IMGT. Regression. Given a peptide amino acid sequence and an MHC pseudo amino acid sequence, predict their binding affinity value. This is MHC class I binding data. (1) The peptide sequence is IVAALVFLI. The MHC is HLA-A02:03 with pseudo-sequence HLA-A02:03. The binding affinity (normalized) is 0.747. (2) The peptide sequence is RQYERYTAL. The MHC is HLA-C07:01 with pseudo-sequence HLA-C07:01. The binding affinity (normalized) is 0.307. (3) The peptide sequence is GLMVAGYFY. The MHC is HLA-A02:19 with pseudo-sequence HLA-A02:19. The binding affinity (normalized) is 0.0847.